Dataset: Peptide-MHC class II binding affinity with 134,281 pairs from IEDB. Task: Regression. Given a peptide amino acid sequence and an MHC pseudo amino acid sequence, predict their binding affinity value. This is MHC class II binding data. (1) The peptide sequence is MTSRFMTDPHAMRDM. The MHC is DRB1_0301 with pseudo-sequence DRB1_0301. The binding affinity (normalized) is 0.341. (2) The peptide sequence is RAYRNALSMMPEAMT. The MHC is HLA-DQA10303-DQB10402 with pseudo-sequence HLA-DQA10303-DQB10402. The binding affinity (normalized) is 0.548. (3) The MHC is HLA-DQA10102-DQB10602 with pseudo-sequence HLA-DQA10102-DQB10602. The binding affinity (normalized) is 0.175. The peptide sequence is HYPLHLRYYRITYGE. (4) The peptide sequence is QKKPDFILATDIAEM. The MHC is DRB1_0405 with pseudo-sequence DRB1_0405. The binding affinity (normalized) is 0.671.